This data is from Rat liver microsome stability data. The task is: Regression/Classification. Given a drug SMILES string, predict its absorption, distribution, metabolism, or excretion properties. Task type varies by dataset: regression for continuous measurements (e.g., permeability, clearance, half-life) or binary classification for categorical outcomes (e.g., BBB penetration, CYP inhibition). Dataset: rlm. (1) The drug is N[C@@H](CC(=O)N1CCC[C@H]1c1noc(C2(C(F)(F)F)CC2)n1)Cc1cc(F)c(F)cc1F. The result is 0 (unstable in rat liver microsomes). (2) The molecule is CCc1nc2cc(Cl)ccn2c1C(=O)NCc1ccc2oc(CN3CCOCC3)nc2c1. The result is 1 (stable in rat liver microsomes). (3) The drug is COc1ccncc1-c1nc2c(n1C(C)C)[C@H](c1ccc(Cl)cc1C)N(c1cc(Cl)ccc1C)C2=O. The result is 1 (stable in rat liver microsomes). (4) The molecule is Cn1c2cc([S+](C)[O-])sc2c2cnn(Cc3cccc(N)c3)c(=O)c21. The result is 0 (unstable in rat liver microsomes). (5) The compound is Cc1nc(N2CCC[C@@H](N)C2)n(Cc2ccccc2C#N)c(=O)c1C. The result is 1 (stable in rat liver microsomes). (6) The drug is Cc1ccc2oc(NC3=NC4=C(C(=O)CCC4)C(c4[nH]ncc4Cl)N3)nc2c1. The result is 1 (stable in rat liver microsomes). (7) The compound is NC(=O)C1CCN(c2ncc(-c3ccc4c(c3)OC(F)(F)O4)s2)CC1. The result is 1 (stable in rat liver microsomes). (8) The compound is COc1cc(Nc2c(C#N)cnc3cc(C=CCCN4CCN(C)CC4)c(OC)cc23)c(Cl)cc1Cl. The result is 1 (stable in rat liver microsomes). (9) The compound is O=C(N[C@@H](Cc1c[nH]c2ccccc12)C(=O)Nc1ccncc1)c1ccc2cc(F)ccc2c1. The result is 1 (stable in rat liver microsomes).